This data is from Forward reaction prediction with 1.9M reactions from USPTO patents (1976-2016). The task is: Predict the product of the given reaction. (1) Given the reactants [NH2:1][CH2:2][CH2:3][OH:4].[CH3:5][O:6][C:7]1[CH:14]=[CH:13][C:10]([CH:11]=O)=[CH:9][CH:8]=1.CO.C(O[BH-](OC(=O)C)OC(=O)C)(=O)C.[Na+], predict the reaction product. The product is: [CH3:5][O:6][C:7]1[CH:14]=[CH:13][C:10]([CH2:11][NH:1][CH2:2][CH2:3][OH:4])=[CH:9][CH:8]=1. (2) Given the reactants [CH3:1][O:2][C:3](=[O:29])/[CH:4]=[CH:5]/[C:6]1[CH:7]=[CH:8][C:9]2[O:26][C:13]3([CH2:18][CH2:17][CH2:16][N:15]([C:19](OC(C)(C)C)=O)[CH2:14]3)[NH:12][C:11](=[O:27])[C:10]=2[CH:28]=1.[C:30]1([CH2:36]C=O)[CH:35]=[CH:34][CH:33]=[CH:32][CH:31]=1.[BH3-]C#N.[Na+], predict the reaction product. The product is: [CH3:1][O:2][C:3](=[O:29])/[CH:4]=[CH:5]/[C:6]1[CH:7]=[CH:8][C:9]2[O:26][C:13]3([CH2:18][CH2:17][CH2:16][N:15]([CH2:19][CH2:36][C:30]4[CH:35]=[CH:34][CH:33]=[CH:32][CH:31]=4)[CH2:14]3)[NH:12][C:11](=[O:27])[C:10]=2[CH:28]=1. (3) Given the reactants F[C:2]1[CH:3]=[C:4]([CH:9]=[CH:10][C:11]=1[N+:12]([O-:14])=[O:13])[C:5]([O:7][CH3:8])=[O:6].[C:15]([NH:22][CH2:23][CH2:24][CH2:25][NH2:26])([O:17][C:18]([CH3:21])([CH3:20])[CH3:19])=[O:16].C(=O)([O-])[O-].[K+].[K+], predict the reaction product. The product is: [C:18]([O:17][C:15]([NH:22][CH2:23][CH2:24][CH2:25][NH:26][C:2]1[CH:3]=[C:4]([CH:9]=[CH:10][C:11]=1[N+:12]([O-:14])=[O:13])[C:5]([O:7][CH3:8])=[O:6])=[O:16])([CH3:21])([CH3:20])[CH3:19]. (4) Given the reactants [F:1][C:2]1[CH:7]=[CH:6][C:5]([CH2:8][O:9][C:10]2[CH:19]=[CH:18][C:17]([CH2:20][CH2:21][CH2:22][N:23]3[CH2:28][CH2:27][O:26][CH2:25][CH2:24]3)=[CH:16][C:11]=2[C:12]([O:14]C)=O)=[CH:4][CH:3]=1.[OH-].[Li+].Cl.C(N(C(C)C)CC)(C)C.[NH2:41][C:42]1[CH:43]=[N:44][CH:45]=[CH:46][CH:47]=1.ON1C2N=CC=CC=2N=N1.C(Cl)CCl, predict the reaction product. The product is: [F:1][C:2]1[CH:7]=[CH:6][C:5]([CH2:8][O:9][C:10]2[CH:19]=[CH:18][C:17]([CH2:20][CH2:21][CH2:22][N:23]3[CH2:24][CH2:25][O:26][CH2:27][CH2:28]3)=[CH:16][C:11]=2[C:12]([NH:41][C:42]2[CH:43]=[N:44][CH:45]=[CH:46][CH:47]=2)=[O:14])=[CH:4][CH:3]=1. (5) Given the reactants Cl.[C:2]1([NH:8]N)[CH:7]=[CH:6][CH:5]=[CH:4][CH:3]=1.[N:10]12[CH2:18][CH2:17][CH:14]([CH2:15][CH2:16]1)[C:13](=O)[CH2:12][CH2:11]2.O.[OH-].[Na+], predict the reaction product. The product is: [CH2:11]1[C:12]2[C:3]3[CH:4]=[CH:5][CH:6]=[CH:7][C:2]=3[NH:8][C:13]=2[CH:14]2[CH2:17][CH2:18][N:10]1[CH2:16][CH2:15]2. (6) The product is: [ClH:22].[F:1][C:2]1[CH:7]=[CH:6][C:5]([N:8]2[CH2:13][CH2:12][CH2:11][C@@H:10]([NH2:14])[CH2:9]2)=[CH:4][CH:3]=1. Given the reactants [F:1][C:2]1[CH:7]=[CH:6][C:5]([N:8]2[CH2:13][CH2:12][CH2:11][C@@H:10]([NH:14]C(=O)OC(C)(C)C)[CH2:9]2)=[CH:4][CH:3]=1.[ClH:22].O1CCOCC1, predict the reaction product. (7) Given the reactants C(OC(=O)NC(C1SC(SC)=C(S(C2C=C(Br)C3N(CC4C=CC([N+]([O-])=O)=CC=4F)C=NC=3C=2)(=O)=O)C=1)=N)(C)(C)C.C(OC(=O)[NH:48][C:49]([C:51]1[S:52][C:53]([S:80][CH3:81])=[C:54]([S:56]([C:59]2[CH:78]=[C:77]([Br:79])[C:62]3[N:63]=[CH:64][N:65]([CH2:66][C:67]4[CH:72]=[CH:71][C:70]([N+:73]([O-:75])=[O:74])=[CH:69][C:68]=4[F:76])[C:61]=3[CH:60]=2)(=[O:58])=[O:57])[CH:55]=1)=[NH:50])(C)(C)C.[F:83][C:84]([F:89])([F:88])[C:85]([OH:87])=[O:86], predict the reaction product. The product is: [F:83][C:84]([F:89])([F:88])[C:85]([OH:87])=[O:86].[Br:79][C:77]1[C:62]2[N:63]=[CH:64][N:65]([CH2:66][C:67]3[CH:72]=[CH:71][C:70]([N+:73]([O-:75])=[O:74])=[CH:69][C:68]=3[F:76])[C:61]=2[CH:60]=[C:59]([S:56]([C:54]2[CH:55]=[C:51]([C:49]([NH2:50])=[NH:48])[S:52][C:53]=2[S:80][CH3:81])(=[O:57])=[O:58])[CH:78]=1. (8) The product is: [S:1]1[C:5]2[CH:6]=[CH:7][CH:8]=[CH:9][C:4]=2[N:3]=[C:2]1[NH:10][C@H:11]1[CH2:14][C@H:13]([N:15]2[C:21]3=[N:22][CH:23]=[CH:24][CH:25]=[C:20]3[C@:17]([OH:19])([CH3:18])[C:16]2=[O:27])[CH2:12]1.[S:1]1[C:5]2[CH:6]=[CH:7][CH:8]=[CH:9][C:4]=2[N:3]=[C:2]1[NH:10][C@H:11]1[CH2:14][C@H:13]([N:15]2[C:21]3=[N:22][CH:23]=[CH:24][CH:25]=[C:20]3[C@@:17]([OH:19])([CH3:18])[C:16]2=[O:27])[CH2:12]1. Given the reactants [S:1]1[C:5]2[CH:6]=[CH:7][CH:8]=[CH:9][C:4]=2[N:3]=[C:2]1[NH:10][C@H:11]1[CH2:14][C@H:13]([NH:15][C:16](=[O:27])[C:17]([C:20]2[C:21](Cl)=[N:22][CH:23]=[CH:24][CH:25]=2)([OH:19])[CH3:18])[CH2:12]1.CC(C)([O-])C.[Na+], predict the reaction product. (9) Given the reactants [CH:1]1([N:7]([CH3:24])[C:8]2[N:13]3[N:14]=[C:15]([NH2:17])[N:16]=[C:12]3[CH:11]=[C:10]([C:18]3[CH:19]=[N:20][CH:21]=[CH:22][CH:23]=3)[CH:9]=2)[CH2:6][CH2:5][CH2:4][CH2:3][CH2:2]1.S([N:35]=[C:36]=[O:37])(C1C=CC(C)=CC=1)(=O)=O.[CH2:38](N)[CH3:39], predict the reaction product. The product is: [CH:1]1([N:7]([CH3:24])[C:8]2[N:13]3[N:14]=[C:15]([NH:17][C:36]([NH:35][CH2:38][CH3:39])=[O:37])[N:16]=[C:12]3[CH:11]=[C:10]([C:18]3[CH:19]=[N:20][CH:21]=[CH:22][CH:23]=3)[CH:9]=2)[CH2:2][CH2:3][CH2:4][CH2:5][CH2:6]1.